Dataset: Forward reaction prediction with 1.9M reactions from USPTO patents (1976-2016). Task: Predict the product of the given reaction. (1) Given the reactants [Cl-].[CH3:2][O:3][CH2:4][P+](C1C=CC=CC=1)(C1C=CC=CC=1)C1C=CC=CC=1.CC(C)([O-])C.[K+].O=[C:31]1[CH2:36][CH2:35][CH:34]([C:37]([O:39][CH3:40])=[O:38])[CH2:33][CH2:32]1.[Cl-].[NH4+], predict the reaction product. The product is: [CH3:2][O:3][CH:4]=[C:31]1[CH2:36][CH2:35][CH:34]([C:37]([O:39][CH3:40])=[O:38])[CH2:33][CH2:32]1. (2) Given the reactants [CH3:1][O:2][C:3]1[CH:4]=[CH:5][C:6]([CH2:11][C@@H:12]2[C@@H:17]([CH2:18][C:19]3[CH:20]=[CH:21][C:22]([OH:27])=[C:23]([O:25][CH3:26])[CH:24]=3)[C:15](=[O:16])[O:14][CH2:13]2)=[CH:7][C:8]=1[O:9][CH3:10].[C:28]([OH:40])(=[O:39])[CH2:29][CH2:30][CH2:31][CH2:32][CH2:33][CH2:34][CH2:35][CH2:36][CH2:37][CH3:38].O, predict the reaction product. The product is: [CH3:1][O:2][C:3]1[CH:4]=[CH:5][C:6]([CH2:11][C@@H:12]2[C@@H:17]([CH2:18][C:19]3[CH:20]=[CH:21][C:22]([OH:27])=[C:23]([O:25][CH3:26])[CH:24]=3)[C:15](=[O:16])[O:14][CH2:13]2)=[CH:7][C:8]=1[O:9][CH3:10].[C:28]([O-:40])(=[O:39])[CH2:29][CH2:30][CH2:31][CH2:32][CH2:33][CH2:34][CH2:35][CH2:36][CH2:37][CH3:38]. (3) Given the reactants [CH:1]1([N:5]2[CH2:11][CH2:10][C:9]3[CH:12]=[CH:13][C:14]([O:16][C:17]4[CH:22]=[CH:21][C:20](I)=[CH:19][N:18]=4)=[CH:15][C:8]=3[CH2:7][CH2:6]2)[CH2:4][CH2:3][CH2:2]1.N1C2C(=CC=C3C=2N=CC=C3)C=CC=1.[CH3:38][CH:39]1[NH:43][C:42](=[O:44])[CH2:41][CH2:40]1.C(=O)([O-])[O-].[Cs+].[Cs+], predict the reaction product. The product is: [CH:1]1([N:5]2[CH2:11][CH2:10][C:9]3[CH:12]=[CH:13][C:14]([O:16][C:17]4[N:18]=[CH:19][C:20]([N:43]5[CH:39]([CH3:38])[CH2:40][CH2:41][C:42]5=[O:44])=[CH:21][CH:22]=4)=[CH:15][C:8]=3[CH2:7][CH2:6]2)[CH2:4][CH2:3][CH2:2]1. (4) Given the reactants [CH:1]([NH:4][C:5]1[N:10]=[C:9]([C:11]#[N:12])[CH:8]=[C:7]([CH3:13])[N:6]=1)([CH3:3])[CH3:2].C([O-])(O)=O.[Na+].Cl.[NH2:20][OH:21], predict the reaction product. The product is: [OH:21][NH:20][C:11]([C:9]1[CH:8]=[C:7]([CH3:13])[N:6]=[C:5]([NH:4][CH:1]([CH3:3])[CH3:2])[N:10]=1)=[NH:12]. (5) Given the reactants [S:1]1[C:5]([C@H:6]([OH:19])/[CH:7]=[CH:8]/[C@@H:9]2[C@@H:16]3[C@@H:12]([O:13][C:14](=[O:17])[CH2:15]3)[CH2:11][C@H:10]2[OH:18])=[CH:4][C:3]2[CH:20]=[CH:21][CH:22]=[CH:23][C:2]1=2.[O:24]1[CH:29]=[CH:28][CH2:27][CH2:26][CH2:25]1.[C:44]1(C)[CH:45]=[CH:46]C(S([O-])(=[O:37])=[O:37])=[CH:42][CH:43]=1.[NH+]1[CH:46]=[CH:45][CH:44]=[CH:43][CH:42]=1, predict the reaction product. The product is: [S:1]1[C:5]([C@H:6]([O:19][CH:46]2[CH2:45][CH2:44][CH2:43][CH2:42][O:37]2)/[CH:7]=[CH:8]/[C@@H:9]2[C@@H:16]3[C@@H:12]([O:13][C:14](=[O:17])[CH2:15]3)[CH2:11][C@H:10]2[O:18][CH:29]2[CH2:28][CH2:27][CH2:26][CH2:25][O:24]2)=[CH:4][C:3]2[CH:20]=[CH:21][CH:22]=[CH:23][C:2]1=2. (6) Given the reactants CS(O)(=O)=O.C(N([CH2:11][CH3:12])CC)C.[N:13].NC1S[CH:17]=[CH:18]N=1.[C:20]([O:23][CH2:24][CH3:25])(=[O:22])C, predict the reaction product. The product is: [C:20](=[O:22])([O:23][C:24]1[CH:25]=[CH:12][CH:11]=[CH:18][CH:17]=1)[NH2:13]. (7) The product is: [C:1]([O:5][C:6]([NH:8][CH2:9][CH2:10][O:11][C:12](=[O:59])[CH2:13][CH2:14][NH:15][C:16]([CH:18]1[CH2:27][CH2:26][C:25]2[C:20](=[C:21]([CH2:56][CH2:57][CH3:58])[C:22]([O:28][CH2:29][CH2:30][CH2:31][O:32][C:33]3[C:34]([CH2:54][CH3:55])=[CH:35][C:36]([C:47]4[CH:52]=[CH:51][C:50]([F:53])=[CH:49][CH:48]=4)=[C:37]([OH:39])[CH:38]=3)=[CH:23][CH:24]=2)[O:19]1)=[O:17])=[O:7])([CH3:4])([CH3:2])[CH3:3]. Given the reactants [C:1]([O:5][C:6]([NH:8][CH2:9][CH2:10][O:11][C:12](=[O:59])[CH2:13][CH2:14][NH:15][C:16]([CH:18]1[CH2:27][CH2:26][C:25]2[C:20](=[C:21]([CH2:56][CH2:57][CH3:58])[C:22]([O:28][CH2:29][CH2:30][CH2:31][O:32][C:33]3[CH:38]=[C:37]([O:39]CC4C=CC=CC=4)[C:36]([C:47]4[CH:52]=[CH:51][C:50]([F:53])=[CH:49][CH:48]=4)=[CH:35][C:34]=3[CH2:54][CH3:55])=[CH:23][CH:24]=2)[O:19]1)=[O:17])=[O:7])([CH3:4])([CH3:3])[CH3:2].[H][H], predict the reaction product. (8) Given the reactants Br[C:2]1[CH:7]=[C:6]([CH3:8])[C:5]([CH:9]([C:19]2[CH:24]=[C:23]([F:25])[CH:22]=[CH:21][C:20]=2[F:26])[S:10][C:11]2[CH:16]=[CH:15][C:14]([F:17])=[C:13]([CH3:18])[CH:12]=2)=[CH:4][N:3]=1.C([Li])CCC.CN(C)[CH:34]=[O:35].O, predict the reaction product. The product is: [F:26][C:20]1[CH:21]=[CH:22][C:23]([F:25])=[CH:24][C:19]=1[CH:9]([S:10][C:11]1[CH:16]=[CH:15][C:14]([F:17])=[C:13]([CH3:18])[CH:12]=1)[C:5]1[C:6]([CH3:8])=[CH:7][C:2]([CH:34]=[O:35])=[N:3][CH:4]=1.